Dataset: Reaction yield outcomes from USPTO patents with 853,638 reactions. Task: Predict the reaction yield, written as a fraction of the theoretical maximum amount of product (1.0 means a 100% yield; for example, 0.34 means a 34% yield). (1) The reactants are [C:1]([C:5]1[CH:10]=[CH:9][C:8]([C:11]2[N:15]([CH3:16])[N:14]=[C:13]([C:17](=[N:19][NH:20][C:21]([C:23]3[CH:32]=[CH:31][C:26]([C:27]([O:29]C)=[O:28])=[C:25]([OH:33])[CH:24]=3)=[O:22])[CH3:18])[C:12]=2[OH:34])=[CH:7][CH:6]=1)([CH3:4])([CH3:3])[CH3:2].CO.[OH-].[Na+].Cl. The catalyst is C1COCC1.O. The product is [C:1]([C:5]1[CH:10]=[CH:9][C:8]([C:11]2[N:15]([CH3:16])[N:14]=[C:13]([C:17](=[N:19][NH:20][C:21]([C:23]3[CH:32]=[CH:31][C:26]([C:27]([OH:29])=[O:28])=[C:25]([OH:33])[CH:24]=3)=[O:22])[CH3:18])[C:12]=2[OH:34])=[CH:7][CH:6]=1)([CH3:2])([CH3:3])[CH3:4]. The yield is 0.770. (2) The reactants are C([O:4][C@@H:5]([C:7]1[N:12]=[C:11]([N:13]2[CH2:18][CH2:17][N:16]([C:19]3[CH:28]=[N:27][C:26]4[C:21](=[CH:22][CH:23]=[CH:24][CH:25]=4)[N:20]=3)[CH2:15][CH2:14]2)[CH:10]=[CH:9][N:8]=1)[CH3:6])(=O)C.O.[OH-].[Li+]. The catalyst is O1CCCC1.O.CO. The product is [N:20]1[C:21]2[C:26](=[CH:25][CH:24]=[CH:23][CH:22]=2)[N:27]=[CH:28][C:19]=1[N:16]1[CH2:15][CH2:14][N:13]([C:11]2[CH:10]=[CH:9][N:8]=[C:7]([C@H:5]([OH:4])[CH3:6])[N:12]=2)[CH2:18][CH2:17]1. The yield is 0.900. (3) The reactants are [CH2:1]([O:4][C:5](=[O:27])[CH2:6][O:7][C:8]1[CH:13]=[CH:12][C:11]([NH2:14])=[CH:10][C:9]=1[C:15](=[O:26])[NH:16][CH2:17][C:18]1[CH:23]=[CH:22][C:21]([Br:24])=[CH:20][C:19]=1[F:25])[CH:2]=[CH2:3].N1C=CC=CC=1.[C:34](OC(=O)C)(=[O:36])[CH3:35].C(OCC)(=O)C. The catalyst is O1CCCC1. The product is [CH2:1]([O:4][C:5](=[O:27])[CH2:6][O:7][C:8]1[CH:13]=[CH:12][C:11]([NH:14][C:34](=[O:36])[CH3:35])=[CH:10][C:9]=1[C:15](=[O:26])[NH:16][CH2:17][C:18]1[CH:23]=[CH:22][C:21]([Br:24])=[CH:20][C:19]=1[F:25])[CH:2]=[CH2:3]. The yield is 0.870. (4) The yield is 0.870. The reactants are [NH2:1][C:2]1[C:21]([Br:22])=[CH:20][C:5]2[C:6]([C:16]([O:18][CH3:19])=[O:17])=[C:7]([C:9]3[CH:14]=[CH:13][C:12]([F:15])=[CH:11][CH:10]=3)[O:8][C:4]=2[CH:3]=1.N1C=CC=CC=1.[C:29]1([S:35](Cl)(=[O:37])=[O:36])[CH:34]=[CH:33][CH:32]=[CH:31][CH:30]=1. The product is [Br:22][C:21]1[C:2]([NH:1][S:35]([C:29]2[CH:34]=[CH:33][CH:32]=[CH:31][CH:30]=2)(=[O:37])=[O:36])=[CH:3][C:4]2[O:8][C:7]([C:9]3[CH:10]=[CH:11][C:12]([F:15])=[CH:13][CH:14]=3)=[C:6]([C:16]([O:18][CH3:19])=[O:17])[C:5]=2[CH:20]=1. The catalyst is ClCCl.O. (5) The reactants are ClC[O:3][C:4]1[C:9]([CH:10]([CH3:12])[CH3:11])=[CH:8][CH:7]=[CH:6][C:5]=1[C@@H:13]([CH:15]1[CH2:17][CH2:16]1)[CH3:14].[C:18](C(C(OC(C)(C)C)=O)(ON)C(O)=O)(OC(C)(C)C)=O.C(N(CC)CC)C.C1([C@H](C2C=CC=C(C(C)C)C=2OCOC(=O)CNC(OC(C)(C)C)=O)C)CC1. The catalyst is C(#N)C. The product is [CH:10]([C:9]1[CH:8]=[CH:7][CH:6]=[C:5]([C@H:13]([CH:15]2[CH2:17][CH2:16]2)[CH3:14])[C:4]=1[OH:3])([CH2:12][CH3:18])[CH3:11]. The yield is 0.923.